This data is from NCI-60 drug combinations with 297,098 pairs across 59 cell lines. The task is: Regression. Given two drug SMILES strings and cell line genomic features, predict the synergy score measuring deviation from expected non-interaction effect. (1) Drug 1: CC(C)(C#N)C1=CC(=CC(=C1)CN2C=NC=N2)C(C)(C)C#N. Drug 2: CC12CCC3C(C1CCC2OP(=O)(O)O)CCC4=C3C=CC(=C4)OC(=O)N(CCCl)CCCl.[Na+]. Cell line: MOLT-4. Synergy scores: CSS=-0.646, Synergy_ZIP=3.26, Synergy_Bliss=3.83, Synergy_Loewe=-3.11, Synergy_HSA=-3.25. (2) Drug 1: CCC1(CC2CC(C3=C(CCN(C2)C1)C4=CC=CC=C4N3)(C5=C(C=C6C(=C5)C78CCN9C7C(C=CC9)(C(C(C8N6C=O)(C(=O)OC)O)OC(=O)C)CC)OC)C(=O)OC)O.OS(=O)(=O)O. Drug 2: C#CCC(CC1=CN=C2C(=N1)C(=NC(=N2)N)N)C3=CC=C(C=C3)C(=O)NC(CCC(=O)O)C(=O)O. Cell line: HCT116. Synergy scores: CSS=69.9, Synergy_ZIP=13.3, Synergy_Bliss=-6.28, Synergy_Loewe=24.1, Synergy_HSA=-3.12.